From a dataset of Peptide-MHC class I binding affinity with 185,985 pairs from IEDB/IMGT. Regression. Given a peptide amino acid sequence and an MHC pseudo amino acid sequence, predict their binding affinity value. This is MHC class I binding data. (1) The peptide sequence is TLYCVHQRI. The MHC is HLA-A29:02 with pseudo-sequence HLA-A29:02. The binding affinity (normalized) is 0.0584. (2) The peptide sequence is MDLLLFSTS. The MHC is HLA-B44:03 with pseudo-sequence HLA-B44:03. The binding affinity (normalized) is 0.270. (3) The peptide sequence is SREVISHRL. The MHC is HLA-B08:01 with pseudo-sequence HLA-B08:01. The binding affinity (normalized) is 0.0847. (4) The peptide sequence is ARWMISSAL. The MHC is HLA-A68:02 with pseudo-sequence HLA-A68:02. The binding affinity (normalized) is 0.384.